From a dataset of Reaction yield outcomes from USPTO patents with 853,638 reactions. Predict the reaction yield, written as a fraction of the theoretical maximum amount of product (1.0 means a 100% yield; for example, 0.34 means a 34% yield). (1) The reactants are Cl[C:2]([O:4][CH2:5][C:6]1[CH:11]=[CH:10][CH:9]=[CH:8][CH:7]=1)=[O:3].[NH:12]1[CH2:17][CH2:16][CH:15]([C:18]([OH:20])=O)[CH2:14][CH2:13]1.C(=O)([O-])[O-].[Na+].[Na+].[OH-].[Na+].Cl.[CH3:30][NH:31][O:32][CH3:33].Cl.CN(C)CCCN=C=NCC.ON1C2C=CC=CC=2N=N1.C(N(CC)CC)C.[Cl-].[NH4+]. The catalyst is O.C(Cl)(Cl)Cl. The product is [CH3:33][O:32][N:31]([CH3:30])[C:18]([CH:15]1[CH2:16][CH2:17][N:12]([C:2]([O:4][CH2:5][C:6]2[CH:11]=[CH:10][CH:9]=[CH:8][CH:7]=2)=[O:3])[CH2:13][CH2:14]1)=[O:20]. The yield is 0.660. (2) The reactants are [CH2:1]([O:3][C:4](=[O:15])[C:5]#[C:6][C:7]1[CH:12]=[CH:11][CH:10]=[CH:9][C:8]=1[O:13][CH3:14])[CH3:2].[C:16]([O:20][C:21]([N:23]1[C:32]2[C:27](=[CH:28][CH:29]=[C:30]([CH2:33][CH2:34][O:35][C:36]3[CH:37]=[C:38]4[C:42](=[CH:43][CH:44]=3)[NH:41][CH:40]=[CH:39]4)[N:31]=2)[CH2:26][CH2:25][CH2:24]1)=[O:22])([CH3:19])([CH3:18])[CH3:17]. No catalyst specified. The product is [C:16]([O:20][C:21]([N:23]1[C:32]2[C:27](=[CH:28][CH:29]=[C:30]([CH2:33][CH2:34][O:35][C:36]3[CH:37]=[C:38]4[C:42](=[CH:43][CH:44]=3)[N:41]([C:6]([C:7]3[CH:12]=[CH:11][CH:10]=[CH:9][C:8]=3[O:13][CH3:14])=[CH:5][C:4]([O:3][CH2:1][CH3:2])=[O:15])[CH:40]=[CH:39]4)[N:31]=2)[CH2:26][CH2:25][CH2:24]1)=[O:22])([CH3:19])([CH3:17])[CH3:18]. The yield is 0.800. (3) The reactants are [Cl:1][C:2]1[CH:3]=[C:4]([CH:10]([C:29]([F:32])([F:31])[F:30])/[CH:11]=[CH:12]/[C:13]2[CH:14]=[C:15]3[C:19](=[CH:20][CH:21]=2)[N:18](C(OC(C)(C)C)=O)[CH:17]=[CH:16]3)[CH:5]=[C:6]([Cl:9])[C:7]=1[F:8].C(O)(C(F)(F)F)=O. The catalyst is C(Cl)Cl. The product is [Cl:9][C:6]1[CH:5]=[C:4]([CH:10]([C:29]([F:30])([F:32])[F:31])/[CH:11]=[CH:12]/[C:13]2[CH:14]=[C:15]3[C:19](=[CH:20][CH:21]=2)[NH:18][CH:17]=[CH:16]3)[CH:3]=[C:2]([Cl:1])[C:7]=1[F:8]. The yield is 0.970. (4) The reactants are CS(O[CH2:6][CH2:7][CH:8]1[N:13]2[CH:14]=[C:15]([C:17]3[CH:22]=[CH:21][CH:20]=[C:19]([Cl:23])[CH:18]=3)[CH:16]=[C:12]2[C:11](=[O:24])[NH:10][CH2:9]1)(=O)=O.[N-:25]=[N+:26]=[N-:27].[Na+].O.C([O-])(O)=O.[Na+]. The catalyst is C(#N)C.CN(C=O)C. The product is [N:25]([CH2:6][CH2:7][CH:8]1[N:13]2[CH:14]=[C:15]([C:17]3[CH:22]=[CH:21][CH:20]=[C:19]([Cl:23])[CH:18]=3)[CH:16]=[C:12]2[C:11](=[O:24])[NH:10][CH2:9]1)=[N+:26]=[N-:27]. The yield is 0.700. (5) The reactants are [Br:1][C:2]1[CH:10]=[CH:9][C:8]([Cl:11])=[CH:7][C:3]=1[C:4]([OH:6])=O.C(Cl)(=O)C(Cl)=O.C(N(CC)CC)C.[NH2:25][C:26]([CH3:30])([CH3:29])[CH2:27]O.Cl.S(Cl)(Cl)=O.C(=O)(O)[O-].[Na+].[OH-].[Na+]. The catalyst is C(Cl)Cl.CN(C)C=O. The product is [Br:1][C:2]1[CH:10]=[CH:9][C:8]([Cl:11])=[CH:7][C:3]=1[C:4]1[O:6][CH2:27][C:26]([CH3:30])([CH3:29])[N:25]=1. The yield is 0.620. (6) The reactants are C(N1C2N=CN=C(OC3C=CC(NC(NC(=O)CC4C=CC=CC=4)=S)=CC=3F)C=2C=C1)C1C=CC=CC=1.[F:38][C:39]1[CH:40]=[C:41]([NH:55]C(NC(=O)CC2C=CC=CC=2)=S)[CH:42]=[CH:43][C:44]=1[O:45][C:46]1[CH:51]=[CH:50][N:49]=[C:48]2[CH:52]=[CH:53][S:54][C:47]=12.[Cl:68][C:69]1[CH:74]=[CH:73][CH:72]=[C:71]([Cl:75])[C:70]=1[CH2:76][C:77]([N:79]=[C:80]=[S:81])=[O:78]. No catalyst specified. The product is [Cl:68][C:69]1[CH:74]=[CH:73][CH:72]=[C:71]([Cl:75])[C:70]=1[CH2:76][C:77]([NH:79][C:80](=[S:81])[NH:55][C:41]1[CH:42]=[CH:43][C:44]([O:45][C:46]2[CH:51]=[CH:50][N:49]=[C:48]3[CH:52]=[CH:53][S:54][C:47]=23)=[C:39]([F:38])[CH:40]=1)=[O:78]. The yield is 0.0700. (7) The reactants are Cl[C:2]1[CH:12]=[CH:11][C:5]([C:6]([O:8][CH2:9][CH3:10])=[O:7])=[CH:4][C:3]=1[N+:13]([O-:15])=[O:14].C([O-])([O-])=O.[K+].[K+].[CH:22]1([NH2:34])[CH2:33][CH2:32][CH2:31][CH2:30][CH2:29][CH2:28][CH2:27][CH2:26][CH2:25][CH2:24][CH2:23]1. No catalyst specified. The product is [CH:22]1([NH:34][C:2]2[CH:12]=[CH:11][C:5]([C:6]([O:8][CH2:9][CH3:10])=[O:7])=[CH:4][C:3]=2[N+:13]([O-:15])=[O:14])[CH2:33][CH2:32][CH2:31][CH2:30][CH2:29][CH2:28][CH2:27][CH2:26][CH2:25][CH2:24][CH2:23]1. The yield is 0.360.